Predict the reactants needed to synthesize the given product. From a dataset of Full USPTO retrosynthesis dataset with 1.9M reactions from patents (1976-2016). (1) Given the product [CH:14]([CH:10]1[CH2:9][CH:8]2[CH2:29][CH:11]1[CH:6]([CH:5]=[O:41])[CH2:7]2)=[O:15], predict the reactants needed to synthesize it. The reactants are: [C]=O.[H][H].[CH3:5][C:6]1[C:11]2CO[C:14](=[O:15])[C:10]=2[C:9](O[C@@H]2O[C@H](C(O)=O)[C@@H](O)[C@H](O)[C@H]2O)=[C:8]([CH2:29]/C=C(/CCC(O)=O)\C)[C:7]=1OC.C(C1CC2CC1CC2C=O)=[O:41]. (2) Given the product [CH3:17][O:21][N:22]([CH3:23])[C:10]([C:7]1[CH:8]=[CH:9][C:4]2[N:3]=[N:2][NH:1][C:5]=2[CH:6]=1)=[O:12], predict the reactants needed to synthesize it. The reactants are: [NH:1]1[C:5]2[CH:6]=[C:7]([C:10]([OH:12])=O)[CH:8]=[CH:9][C:4]=2[N:3]=[N:2]1.Cl.CN([C:17]([O:21][N:22]1N=NC2C=CC=C[C:23]1=2)=[N+](C)C)C.F[P-](F)(F)(F)(F)F.CN(C)C. (3) Given the product [F:33][C:2]([F:1])([F:32])[C:3]1[CH:4]=[C:5]([NH:9][C:10]([N:12]2[C:20]3[C:15](=[CH:16][C:17]([O:21][C:22]4[C:23]5[CH2:31][CH2:30][N:29]([C:73](=[O:74])[CH2:72][CH2:71][N:70]([CH2:76][CH3:77])[CH2:68][CH3:69])[CH2:28][C:24]=5[N:25]=[CH:26][N:27]=4)=[CH:18][CH:19]=3)[CH:14]=[CH:13]2)=[O:11])[CH:6]=[CH:7][CH:8]=1, predict the reactants needed to synthesize it. The reactants are: [F:1][C:2]([F:33])([F:32])[C:3]1[CH:4]=[C:5]([NH:9][C:10]([N:12]2[C:20]3[C:15](=[CH:16][C:17]([O:21][C:22]4[C:23]5[CH2:31][CH2:30][NH:29][CH2:28][C:24]=5[N:25]=[CH:26][N:27]=4)=[CH:18][CH:19]=3)[CH:14]=[CH:13]2)=[O:11])[CH:6]=[CH:7][CH:8]=1.CN(C(ON1N=NC2C=CC=NC1=2)=[N+](C)C)C.F[P-](F)(F)(F)(F)F.CCN(C(C)C)C(C)C.Cl.[CH2:68]([N:70]([CH2:76][CH3:77])[CH2:71][CH2:72][C:73](O)=[O:74])[CH3:69]. (4) Given the product [C:26]([NH:27][C@H:28]1[CH2:32][CH2:31][N:30]([C:2]2[N:10]=[C:9]([NH:20][C:17]3[CH:18]=[N:19][C:14]([F:13])=[CH:15][CH:16]=3)[C:8]([F:12])=[CH:7][C:3]=2[C:4]([NH2:6])=[O:5])[CH2:29]1)(=[O:33])[CH:34]=[CH2:35], predict the reactants needed to synthesize it. The reactants are: Cl[C:2]1[N:10]=[C:9](Cl)[C:8]([F:12])=[CH:7][C:3]=1[C:4]([NH2:6])=[O:5].[F:13][C:14]1[N:19]=[CH:18][C:17]([NH2:20])=[CH:16][CH:15]=1.C(O[C:26](=[O:33])[NH:27][C@H:28]1[CH2:32][CH2:31][NH:30][CH2:29]1)(C)(C)C.[C:34](O)(=O)[CH:35]=C. (5) Given the product [ClH:35].[Cl:35][C:26]1[C:27]([C:31]([F:34])([F:32])[F:33])=[CH:28][CH:29]=[CH:30][C:25]=1[CH2:24][N:15]([CH2:16][CH:17]([C:19]1[CH:23]=[CH:22][S:21][CH:20]=1)[CH3:18])[CH2:14][CH2:13][CH2:12][O:11][C:7]1[CH:6]=[C:5]([CH2:4][CH2:3][OH:2])[CH:10]=[CH:9][CH:8]=1, predict the reactants needed to synthesize it. The reactants are: C[O:2][C:3](=O)[CH2:4][C:5]1[CH:10]=[CH:9][CH:8]=[C:7]([O:11][CH2:12][CH2:13][CH2:14][N:15]([CH2:24][C:25]2[CH:30]=[CH:29][CH:28]=[C:27]([C:31]([F:34])([F:33])[F:32])[C:26]=2[Cl:35])[CH2:16][CH:17]([C:19]2[CH:23]=[CH:22][S:21][CH:20]=2)[CH3:18])[CH:6]=1.[H-].[H-].[H-].[H-].[Li+].[Al+3].[OH-].[Na+].